Task: Predict the product of the given reaction.. Dataset: Forward reaction prediction with 1.9M reactions from USPTO patents (1976-2016) Given the reactants Br[C:2]1[CH:3]=[CH:4][C:5]([CH2:19][CH3:20])=[C:6]([CH:8]2[C:14](=[O:15])[CH:13]3[CH2:16][CH2:17][CH:10]([CH2:11][CH2:12]3)[C:9]2=[O:18])[CH:7]=1.[Cl:21][C:22]1[CH:27]=[CH:26][C:25](B(O)O)=[CH:24][CH:23]=1.[F-].[Cs+], predict the reaction product. The product is: [Cl:21][C:22]1[CH:27]=[CH:26][C:25]([C:2]2[CH:3]=[CH:4][C:5]([CH2:19][CH3:20])=[C:6]([CH:8]3[C:14](=[O:15])[CH:13]4[CH2:12][CH2:11][CH:10]([CH2:17][CH2:16]4)[C:9]3=[O:18])[CH:7]=2)=[CH:24][CH:23]=1.